From a dataset of Catalyst prediction with 721,799 reactions and 888 catalyst types from USPTO. Predict which catalyst facilitates the given reaction. (1) Reactant: [F:1][C:2]([F:13])([F:12])[C:3]1[C:11]2[CH2:10][CH2:9][CH2:8][CH2:7][C:6]=2[NH:5][N:4]=1.Br[CH2:15][CH2:16][O:17][C:18]1[CH:27]=[CH:26][C:21]([C:22]([O:24][CH3:25])=[O:23])=[CH:20][CH:19]=1.CN(C=O)C.CC(C)([O-])C.[K+]. Product: [F:13][C:2]([F:1])([F:12])[C:3]1[C:11]2[CH2:10][CH2:9][CH2:8][CH2:7][C:6]=2[N:5]([CH2:15][CH2:16][O:17][C:18]2[CH:27]=[CH:26][C:21]([C:22]([O:24][CH3:25])=[O:23])=[CH:20][CH:19]=2)[N:4]=1. The catalyst class is: 6. (2) Reactant: [CH:1]1[CH:2]=[CH:3][C:4]2[NH:9][CH:8]=[C:7]([CH2:10][CH2:11][OH:12])[C:5]=2[CH:6]=1.[C:13]([CH2:17][C:18]([O:20][CH2:21][CH3:22])=[O:19])(=O)[CH2:14][CH3:15].O.C1(C)C=CC(S(O)(=O)=O)=CC=1. Product: [CH2:21]([O:20][C:18](=[O:19])[CH2:17][C:13]1([CH2:14][CH3:15])[C:8]2[NH:9][C:4]3[C:5]([C:7]=2[CH2:10][CH2:11][O:12]1)=[CH:6][CH:1]=[CH:2][CH:3]=3)[CH3:22]. The catalyst class is: 48. (3) Reactant: [NH2:1][C:2]1[CH:7]=[CH:6][C:5]([C:8]([F:11])([F:10])[F:9])=[CH:4][N:3]=1.[Cl:12][C:13]1[C:14]([C:19](O)=[O:20])=[N:15][CH:16]=[CH:17][CH:18]=1.CCN=C=NCCCN(C)C.Cl.C1C=CC2N(O)N=NC=2C=1.C(=O)(O)[O-].[Na+]. Product: [Cl:12][C:13]1[C:14]([C:19]([NH:1][C:2]2[CH:7]=[CH:6][C:5]([C:8]([F:9])([F:11])[F:10])=[CH:4][N:3]=2)=[O:20])=[N:15][CH:16]=[CH:17][CH:18]=1. The catalyst class is: 17. (4) Reactant: [NH:1]1[CH:8]=[CH:7][C:5](=[O:6])[NH:4][C:2]1=[O:3].[CH2:9]([O:16][C@@H:17]1[C@@H:21]([CH2:22][O:23][CH2:24][C:25]2[CH:30]=[CH:29][CH:28]=[CH:27][CH:26]=2)[O:20][C@H:19](OC)[C@@:18]1([NH:34][C:35](=[O:40])[C:36]([F:39])([F:38])[F:37])[CH3:33])[C:10]1[CH:15]=[CH:14][CH:13]=[CH:12][CH:11]=1.FC(F)(F)S(O[Si](C)(C)C)(=O)=O. Product: [CH2:9]([O:16][C@@H:17]1[C@@H:21]([CH2:22][O:23][CH2:24][C:25]2[CH:26]=[CH:27][CH:28]=[CH:29][CH:30]=2)[O:20][C@@H:19]([N:1]2[CH:8]=[CH:7][C:5](=[O:6])[NH:4][C:2]2=[O:3])[C@@:18]1([NH:34][C:35](=[O:40])[C:36]([F:39])([F:38])[F:37])[CH3:33])[C:10]1[CH:11]=[CH:12][CH:13]=[CH:14][CH:15]=1. The catalyst class is: 10. (5) Reactant: [NH2:1][C@@H:2]1[C@H:6]2[O:7][CH2:8][C@@H:9]([O:10][S:11]([C:14]3[CH:19]=[CH:18][C:17]([CH3:20])=[CH:16][CH:15]=3)(=[O:13])=[O:12])[C@H:5]2[O:4][CH2:3]1.C(N(CC)CC)C.[CH:28]1([N:34]=[C:35]=[O:36])[CH2:33][CH2:32][CH2:31][CH2:30][CH2:29]1. Product: [CH:28]1([NH:34][C:35](=[O:36])[NH:1][C@@H:2]2[C@H:6]3[O:7][CH2:8][C@@H:9]([O:10][S:11]([C:14]4[CH:19]=[CH:18][C:17]([CH3:20])=[CH:16][CH:15]=4)(=[O:13])=[O:12])[C@H:5]3[O:4][CH2:3]2)[CH2:33][CH2:32][CH2:31][CH2:30][CH2:29]1. The catalyst class is: 4. (6) Reactant: [F:1][C:2]1[CH:3]=[C:4]2[C:8](=[CH:9][CH:10]=1)[NH:7][C:6]([C:11](OCC)=[O:12])=[CH:5]2.[H-].[Al+3].[Li+].[H-].[H-].[H-]. Product: [F:1][C:2]1[CH:3]=[C:4]2[C:8](=[CH:9][CH:10]=1)[NH:7][C:6]([CH2:11][OH:12])=[CH:5]2. The catalyst class is: 1. (7) Reactant: [CH2:1]([N:8]1[CH2:13][CH2:12][C:11](=O)[CH2:10][CH2:9]1)[C:2]1[CH:7]=[CH:6][CH:5]=[CH:4][CH:3]=1.Cl.[CH3:16][NH:17][CH3:18].Cl.C(O)C.C([BH3-])#N.[Na+]. Product: [CH2:1]([N:8]1[CH2:13][CH2:12][CH:11]([N:17]([CH3:18])[CH3:16])[CH2:10][CH2:9]1)[C:2]1[CH:7]=[CH:6][CH:5]=[CH:4][CH:3]=1. The catalyst class is: 8. (8) Reactant: C[O:2][C:3](=O)[C:4]1[CH:9]=[CH:8][CH:7]=[C:6]([NH:10][S:11]([C:14]2[CH:19]=[C:18]([F:20])[CH:17]=[CH:16][C:15]=2[F:21])(=[O:13])=[O:12])[C:5]=1[F:22].[AlH4-].[Li+].[OH-].[Na+].Cl. Product: [F:21][C:15]1[CH:16]=[CH:17][C:18]([F:20])=[CH:19][C:14]=1[S:11]([NH:10][C:6]1[CH:7]=[CH:8][CH:9]=[C:4]([CH2:3][OH:2])[C:5]=1[F:22])(=[O:13])=[O:12]. The catalyst class is: 7. (9) Reactant: Br[C:2]1[N:7]=[C:6]([C:8]2[CH:13]=[CH:12][C:11]([C:14]3[O:15][C:16]4[CH:22]=[CH:21][CH:20]=[CH:19][C:17]=4[N:18]=3)=[CH:10][C:9]=2[O:23][CH3:24])[CH:5]=[CH:4][CH:3]=1.[NH:25]1[CH2:30][CH2:29][O:28][CH2:27][CH2:26]1.C1C=CC(P(C2C(C3C(P(C4C=CC=CC=4)C4C=CC=CC=4)=CC=C4C=3C=CC=C4)=C3C(C=CC=C3)=CC=2)C2C=CC=CC=2)=CC=1.CC([O-])(C)C.[Na+]. Product: [CH3:24][O:23][C:9]1[CH:10]=[C:11]([C:14]2[O:15][C:16]3[CH:22]=[CH:21][CH:20]=[CH:19][C:17]=3[N:18]=2)[CH:12]=[CH:13][C:8]=1[C:6]1[CH:5]=[CH:4][CH:3]=[C:2]([N:25]2[CH2:30][CH2:29][O:28][CH2:27][CH2:26]2)[N:7]=1. The catalyst class is: 110.